This data is from Forward reaction prediction with 1.9M reactions from USPTO patents (1976-2016). The task is: Predict the product of the given reaction. (1) Given the reactants [Cl:1][C:2]1[CH:7]=[CH:6][C:5]([NH2:8])=[CH:4][C:3]=1[C:9]1[S:10][C:11]2[CH:17]=[CH:16][C:15](C(F)(F)F)=[CH:14][C:12]=2[N:13]=1.[Cl:22]C1C=CC([N+]([O-])=O)=CC=1C(O)=O.Cl.NC1C=CC(Cl)=CC=1S, predict the reaction product. The product is: [Cl:1][C:2]1[CH:7]=[CH:6][C:5]([NH2:8])=[CH:4][C:3]=1[C:9]1[S:10][C:11]2[CH:17]=[CH:16][C:15]([Cl:22])=[CH:14][C:12]=2[N:13]=1. (2) Given the reactants [CH3:1][N:2]1[CH2:7][CH2:6][CH:5]([NH:8][C:9]2[N:14]3[N:15]=[C:16]([NH2:18])[N:17]=[C:13]3[CH:12]=[C:11]([C:19]3[CH:20]=[N:21][CH:22]=[CH:23][CH:24]=3)[CH:10]=2)[CH2:4][CH2:3]1.[S:25]([N:35]=[C:36]=[O:37])([C:28]1[CH:34]=[CH:33][C:31]([CH3:32])=[CH:30][CH:29]=1)(=[O:27])=[O:26].CO, predict the reaction product. The product is: [S:25]([NH:35][C:36]([NH:18][C:16]1[N:17]=[C:13]2[CH:12]=[C:11]([C:19]3[CH:20]=[N:21][CH:22]=[CH:23][CH:24]=3)[CH:10]=[C:9]([NH:8][CH:5]3[CH2:6][CH2:7][N:2]([CH3:1])[CH2:3][CH2:4]3)[N:14]2[N:15]=1)=[O:37])([C:28]1[CH:29]=[CH:30][C:31]([CH3:32])=[CH:33][CH:34]=1)(=[O:26])=[O:27]. (3) The product is: [ClH:30].[CH:27]([S:24]([C:5]1[CH:4]=[CH:3][C:2]([C:31]([O:33][CH3:34])=[O:32])=[CH:7][C:6]=1[C@H:8]1[C@@H:12]([C:13]([O:15][CH3:16])=[O:14])[CH2:11][CH2:10][NH:9]1)(=[O:25])=[O:26])([CH3:28])[CH3:29]. Given the reactants N[C:2]1[CH:3]=[CH:4][C:5]([S:24]([CH:27]([CH3:29])[CH3:28])(=[O:26])=[O:25])=[C:6]([C@@H:8]2[C@@H:12]([C:13]([O:15][CH3:16])=[O:14])[CH2:11][CH2:10][N:9]2C(OC(C)(C)C)=O)[CH:7]=1.[Cl:30][C:31]([O:33][CH3:34])=[O:32].Cl, predict the reaction product. (4) Given the reactants [C:1]([O:5][C:6]([N:8]1[CH2:13][CH2:12][CH:11]([NH:14][CH2:15][C:16]2([C:28]([F:31])([F:30])[F:29])[CH2:20][CH2:19][N:18](CC3C=CC=CC=3)[CH2:17]2)[CH2:10][CH2:9]1)=[O:7])([CH3:4])([CH3:3])[CH3:2], predict the reaction product. The product is: [C:1]([O:5][C:6]([N:8]1[CH2:13][CH2:12][CH:11]([NH:14][CH2:15][C:16]2([C:28]([F:31])([F:30])[F:29])[CH2:20][CH2:19][NH:18][CH2:17]2)[CH2:10][CH2:9]1)=[O:7])([CH3:4])([CH3:2])[CH3:3]. (5) Given the reactants N#N.[H-].[H-].[H-].[H-].[Li+].[Al+3].[NH:9]1[C:13]2[CH:14]=[CH:15][CH:16]=[CH:17][C:12]=2[N:11]=[C:10]1[C@H:18]([NH:28][C:29]([N:31]1[CH2:36][CH:35]2[CH2:37][CH2:38][CH:32]1[CH2:33][N:34]2[C:39](OC(C)(C)C)=O)=[O:30])[CH2:19][C:20]1[CH:25]=[CH:24][C:23]([O:26][CH3:27])=[CH:22][CH:21]=1.[OH-].[Na+], predict the reaction product. The product is: [NH:9]1[C:13]2[CH:14]=[CH:15][CH:16]=[CH:17][C:12]=2[N:11]=[C:10]1[C@H:18]([NH:28][C:29]([N:31]1[CH2:36][CH:35]2[CH2:37][CH2:38][CH:32]1[CH2:33][N:34]2[CH3:39])=[O:30])[CH2:19][C:20]1[CH:25]=[CH:24][C:23]([O:26][CH3:27])=[CH:22][CH:21]=1. (6) Given the reactants [NH2:1][C:2]1[C:11]([NH:12][C:13](=O)[CH2:14][O:15][CH3:16])=[CH:10][CH:9]=[CH:8][C:3]=1[C:4]([O:6][CH3:7])=[O:5], predict the reaction product. The product is: [CH3:16][O:15][CH2:14][C:13]1[NH:12][C:11]2[CH:10]=[CH:9][CH:8]=[C:3]([C:4]([O:6][CH3:7])=[O:5])[C:2]=2[N:1]=1. (7) Given the reactants [CH:1]1[CH:6]=[CH:5][C:4](/[CH:7]=[CH:8]/Br)=[CH:3][CH:2]=1.[I-].[C:11]1([Zn+])[CH:16]=[CH:15][CH:14]=[CH:13][CH:12]=1, predict the reaction product. The product is: [C:4]1(/[CH:7]=[CH:8]/[C:11]2[CH:16]=[CH:15][CH:14]=[CH:13][CH:12]=2)[CH:5]=[CH:6][CH:1]=[CH:2][CH:3]=1. (8) Given the reactants [Br:1][C:2]1[N:7]=[CH:6][C:5]([OH:8])=[CH:4][CH:3]=1.Br[CH2:10][CH2:11][CH2:12][CH2:13][CH2:14][CH2:15][CH3:16], predict the reaction product. The product is: [Br:1][C:2]1[CH:3]=[CH:4][C:5]([O:8][CH2:10][CH2:11][CH2:12][CH2:13][CH2:14][CH2:15][CH3:16])=[CH:6][N:7]=1.